From a dataset of Catalyst prediction with 721,799 reactions and 888 catalyst types from USPTO. Predict which catalyst facilitates the given reaction. (1) Reactant: C([O:8][CH2:9][CH2:10][CH2:11][CH:12]([C:21]1[C:25]([CH:26]2[CH2:28][CH2:27]2)=[C:24]([CH:29]2[CH2:32][CH:31]([CH2:33][C:34]([CH3:37])([CH3:36])[CH3:35])[CH2:30]2)[O:23][N:22]=1)[CH2:13][C:14]([O:16][C:17]([CH3:20])([CH3:19])[CH3:18])=[O:15])C1C=CC=CC=1.CO. Product: [CH:26]1([C:25]2[C:21]([CH:12]([CH2:11][CH2:10][CH2:9][OH:8])[CH2:13][C:14]([O:16][C:17]([CH3:19])([CH3:18])[CH3:20])=[O:15])=[N:22][O:23][C:24]=2[CH:29]2[CH2:30][CH:31]([CH2:33][C:34]([CH3:37])([CH3:36])[CH3:35])[CH2:32]2)[CH2:27][CH2:28]1. The catalyst class is: 304. (2) Reactant: [C:1]([O:5][C:6]([N:8]1[CH2:13][CH:12]=[C:11](OS(C(F)(F)F)(=O)=O)[CH2:10][CH2:9]1)=[O:7])([CH3:4])([CH3:3])[CH3:2].[C:22]([C:25]1[CH:30]=[CH:29][C:28](OB(O)O)=[CH:27][CH:26]=1)([OH:24])=[O:23].[Cl-].[Li+].C(=O)([O-])[O-].[Na+].[Na+].Cl. Product: [C:1]([O:5][C:6]([N:8]1[CH2:13][CH:12]=[C:11]([C:28]2[CH:29]=[CH:30][C:25]([C:22]([OH:24])=[O:23])=[CH:26][CH:27]=2)[CH2:10][CH2:9]1)=[O:7])([CH3:4])([CH3:3])[CH3:2]. The catalyst class is: 57. (3) Reactant: [Br:1][C:2]1[C:10]2[S:9][C:8]([C:11](O)=[O:12])=[CH:7][C:6]=2[CH:5]=[CH:4][CH:3]=1.B.C1COCC1.Cl.B. Product: [Br:1][C:2]1[C:10]2[S:9][C:8]([CH2:11][OH:12])=[CH:7][C:6]=2[CH:5]=[CH:4][CH:3]=1. The catalyst class is: 6. (4) Product: [Br:1][C:2]1[C:10]2[N:9]=[N:8][N:7]([CH2:11][CH:12]3[CH2:13][CH2:14]3)[C:6]=2[CH:5]=[CH:4][C:3]=1[O:15][C:16]1[C:21]([CH2:22][OH:23])=[CH:20][C:19]([Cl:24])=[CH:18][N:17]=1. The catalyst class is: 14. Reactant: [Br:1][C:2]1[C:10]2[N:9]=[N:8][N:7]([CH2:11][CH:12]3[CH2:14][CH2:13]3)[C:6]=2[CH:5]=[CH:4][C:3]=1[O:15][C:16]1[C:21]([CH:22]=[O:23])=[CH:20][C:19]([Cl:24])=[CH:18][N:17]=1.[BH4-].[Na+]. (5) Reactant: [CH2:1]([O:3][C:4]([C:6]1([C:33]([O:35]CC)=[O:34])[CH2:11][CH2:10][CH:9]([N:12]([CH2:14][C:15]2[CH:20]=[CH:19][C:18]([CH2:21][CH2:22][CH2:23][CH2:24][CH2:25][CH2:26][CH2:27][CH2:28][CH2:29][CH3:30])=[C:17]([F:31])[C:16]=2[F:32])[CH3:13])[CH2:8][CH2:7]1)=[O:5])[CH3:2].[OH-].[Na+]. Product: [CH2:1]([O:3][C:4]([C:6]1([C:33]([OH:35])=[O:34])[CH2:11][CH2:10][CH:9]([N:12]([CH2:14][C:15]2[CH:20]=[CH:19][C:18]([CH2:21][CH2:22][CH2:23][CH2:24][CH2:25][CH2:26][CH2:27][CH2:28][CH2:29][CH3:30])=[C:17]([F:31])[C:16]=2[F:32])[CH3:13])[CH2:8][CH2:7]1)=[O:5])[CH3:2]. The catalyst class is: 40. (6) Reactant: C(O[C:4]([C:6]1[N:11]=[C:10]([C:12]2[S:13][CH:14]=[CH:15][N:16]=2)[C:9]2[N:17]=[C:18]([C:20]3[CH:25]=[CH:24][CH:23]=[CH:22][CH:21]=3)[S:19][C:8]=2[C:7]=1[OH:26])=[O:5])C.[NH2:27][CH2:28][C:29]([OH:31])=[O:30]. Product: [OH:26][C:7]1[C:8]2[S:19][C:18]([C:20]3[CH:25]=[CH:24][CH:23]=[CH:22][CH:21]=3)=[N:17][C:9]=2[C:10]([C:12]2[S:13][CH:14]=[CH:15][N:16]=2)=[N:11][C:6]=1[C:4]([NH:27][CH2:28][C:29]([OH:31])=[O:30])=[O:5]. The catalyst class is: 779. (7) Reactant: C[O:2][C:3]1[CH:8]=[CH:7][C:6]([N:9]2[C:18]3[CH:17]=[CH:16][C:15]4[CH:19]=[CH:20][CH:21]=[CH:22][C:14]=4[C:13]=3[NH:12][C:11](=[O:23])[C:10]2=[O:24])=[CH:5][CH:4]=1.B(Br)(Br)Br.ClCCl.C(=O)([O-])O.[Na+]. Product: [OH:2][C:3]1[CH:8]=[CH:7][C:6]([N:9]2[C:18]3[CH:17]=[CH:16][C:15]4[CH:19]=[CH:20][CH:21]=[CH:22][C:14]=4[C:13]=3[NH:12][C:11](=[O:23])[C:10]2=[O:24])=[CH:5][CH:4]=1. The catalyst class is: 4. (8) Reactant: [CH3:1][O:2][C:3]1[CH:4]=[C:5]2[C:10](=[CH:11][C:12]=1[O:13][CH3:14])[C:9]([CH2:15][CH2:16][CH3:17])=[N:8][C:7]([OH:18])=[CH:6]2.Cl.Cl[CH2:21][C:22]1[CH:23]=[C:24]2[C:29](=[CH:30][CH:31]=1)[N:28]=[C:27]([CH3:32])[CH:26]=[CH:25]2.[Li+].[OH-]. Product: [CH3:1][O:2][C:3]1[CH:4]=[C:5]2[C:10](=[CH:11][C:12]=1[O:13][CH3:14])[C:9]([CH2:15][CH2:16][CH3:17])=[N:8][C:7]([OH:18])=[C:6]2[CH2:21][C:22]1[CH:23]=[C:24]2[C:29](=[CH:30][CH:31]=1)[N:28]=[C:27]([CH3:32])[CH:26]=[CH:25]2. The catalyst class is: 1. (9) Reactant: [CH2:1]([C:3]1[CH:12]=[N:11][C:10]2[C:5](=[CH:6][CH:7]=[CH:8][CH:9]=2)[N:4]=1)[CH3:2]. Product: [CH2:1]([C@H:3]1[CH2:12][NH:11][C:10]2[C:5](=[CH:6][CH:7]=[CH:8][CH:9]=2)[NH:4]1)[CH3:2]. The catalyst class is: 11. (10) Reactant: [CH:1]1([C:7]2[N:11]([CH2:12][C:13]3[CH:22]=[CH:21][C:16]([C:17]([O:19]C)=[O:18])=[CH:15][CH:14]=3)[N:10]=[C:9]([C:23]3[CH:28]=[CH:27][C:26]([O:29][C:30]([F:33])([F:32])[F:31])=[CH:25][CH:24]=3)[CH:8]=2)[CH2:6][CH2:5][CH2:4][CH2:3][CH2:2]1.[OH-].[Na+]. Product: [CH:1]1([C:7]2[N:11]([CH2:12][C:13]3[CH:22]=[CH:21][C:16]([C:17]([OH:19])=[O:18])=[CH:15][CH:14]=3)[N:10]=[C:9]([C:23]3[CH:24]=[CH:25][C:26]([O:29][C:30]([F:32])([F:33])[F:31])=[CH:27][CH:28]=3)[CH:8]=2)[CH2:6][CH2:5][CH2:4][CH2:3][CH2:2]1. The catalyst class is: 40.